This data is from Forward reaction prediction with 1.9M reactions from USPTO patents (1976-2016). The task is: Predict the product of the given reaction. (1) Given the reactants [CH3:1][N:2]([CH3:20])[C:3]1[CH:19]=[CH:18][C:6]([C:7]([N:9]2[CH:14]3[CH2:15][CH2:16][CH:10]2[CH2:11][C:12](=[O:17])[CH2:13]3)=[O:8])=[CH:5][CH:4]=1.[CH3:21][Mg]Br, predict the reaction product. The product is: [CH3:1][N:2]([CH3:20])[C:3]1[CH:4]=[CH:5][C:6]([C:7]([N:9]2[CH:10]3[CH2:16][CH2:15][CH:14]2[CH2:13][C:12]([OH:17])([CH3:21])[CH2:11]3)=[O:8])=[CH:18][CH:19]=1. (2) The product is: [Cl:5][CH2:6][CH2:7][CH2:8][O:9][C:10]1[CH:23]=[CH:22][C:13]([C:14]2[O:19][CH2:18][C:17]([CH3:21])([CH3:20])[N:16]=2)=[CH:12][CH:11]=1. Given the reactants S(Cl)(Cl)=O.[Cl:5][CH2:6][CH2:7][CH2:8][O:9][C:10]1[CH:23]=[CH:22][C:13]([C:14]([NH:16][C:17]([CH3:21])([CH3:20])[CH2:18][OH:19])=O)=[CH:12][CH:11]=1.O.C(=O)([O-])[O-].[K+].[K+], predict the reaction product.